Dataset: Full USPTO retrosynthesis dataset with 1.9M reactions from patents (1976-2016). Task: Predict the reactants needed to synthesize the given product. (1) Given the product [ClH:31].[NH2:14][CH:15]([C@H:21]([CH2:29][CH3:30])[CH2:22][CH:23]([CH3:28])[CH2:24][CH2:25][CH:26]=[CH2:27])[C:16]([O:18][CH2:19][CH3:20])=[O:17], predict the reactants needed to synthesize it. The reactants are: C1(C(=[N:14][CH:15]([C@H:21]([CH2:29][CH3:30])[CH2:22][CH:23]([CH3:28])[CH2:24][CH2:25][CH:26]=[CH2:27])[C:16]([O:18][CH2:19][CH3:20])=[O:17])C2C=CC=CC=2)C=CC=CC=1.[ClH:31]. (2) The reactants are: [OH:1][C:2]1[CH:3]=[C:4]([C:14]2[N:15](C(OC(C)(C)C)=O)[C:16]([C:19]3[S:20][CH:21]=[CH:22][N:23]=3)=[CH:17][CH:18]=2)[CH:5]=[C:6]([O:8][C@@H:9]([CH3:13])[CH2:10][O:11][CH3:12])[CH:7]=1.Cl[C:32]1[N:33]=[CH:34][C:35]([C:38]([O:40][CH3:41])=[O:39])=[N:36][CH:37]=1.C(=O)([O-])[O-].[K+].[K+].O. Given the product [CH3:12][O:11][CH2:10][C@H:9]([CH3:13])[O:8][C:6]1[CH:7]=[C:2]([CH:3]=[C:4]([C:14]2[NH:15][C:16]([C:19]3[S:20][CH:21]=[CH:22][N:23]=3)=[CH:17][CH:18]=2)[CH:5]=1)[O:1][C:32]1[N:33]=[CH:34][C:35]([C:38]([O:40][CH3:41])=[O:39])=[N:36][CH:37]=1, predict the reactants needed to synthesize it. (3) Given the product [Cl:23][C:19]1[CH:18]=[C:17]([CH:22]=[CH:21][CH:20]=1)[C:16]([NH:15][C:14]1[C:9]([N:6]2[CH2:7][CH2:8][CH:3]([CH:2]([N:26]3[CH2:31][CH2:30][CH2:29][CH2:28][CH2:27]3)[CH3:32])[CH2:4][CH2:5]2)=[N:10][CH:11]=[C:12]([Cl:25])[CH:13]=1)=[O:24], predict the reactants needed to synthesize it. The reactants are: Br[CH2:2][CH:3]1[CH2:8][CH2:7][N:6]([C:9]2[C:14]([NH:15][C:16](=[O:24])[C:17]3[CH:22]=[CH:21][CH:20]=[C:19]([Cl:23])[CH:18]=3)=[CH:13][C:12]([Cl:25])=[CH:11][N:10]=2)[CH2:5][CH2:4]1.[NH:26]1[CH2:31][CH2:30][CH2:29][CH2:28][CH2:27]1.[CH:32](N(CC)C(C)C)(C)C.